From a dataset of Forward reaction prediction with 1.9M reactions from USPTO patents (1976-2016). Predict the product of the given reaction. The product is: [Cl:19][C:20]1[CH:25]=[C:24]([C:2]2[CH:3]=[N:4][CH:5]=[C:6]3[C:11]=2[N:10]=[C:9]([C:12]([NH:14][CH2:15][CH2:16][O:17][CH3:18])=[O:13])[CH:8]=[CH:7]3)[CH:23]=[CH:22][CH:21]=1. Given the reactants Br[C:2]1[CH:3]=[N:4][CH:5]=[C:6]2[C:11]=1[N:10]=[C:9]([C:12]([NH:14][CH2:15][CH2:16][O:17][CH3:18])=[O:13])[CH:8]=[CH:7]2.[Cl:19][C:20]1[CH:21]=[C:22](B(O)O)[CH:23]=[CH:24][CH:25]=1.C(=O)([O-])[O-].[Cs+].[Cs+], predict the reaction product.